Dataset: Forward reaction prediction with 1.9M reactions from USPTO patents (1976-2016). Task: Predict the product of the given reaction. (1) Given the reactants [Br:1][C:2]1[CH:7]=[CH:6][C:5]([C:8]2[N:9]=[C:10](Cl)[C:11]3[O:16][CH2:15][C:14]([CH3:18])([CH3:17])[C:12]=3[N:13]=2)=[CH:4][CH:3]=1.[NH:20]1[CH2:25][CH2:24][O:23][CH2:22][CH2:21]1.C(N(CC)CC)C, predict the reaction product. The product is: [Br:1][C:2]1[CH:7]=[CH:6][C:5]([C:8]2[N:9]=[C:10]([N:20]3[CH2:25][CH2:24][O:23][CH2:22][CH2:21]3)[C:11]3[O:16][CH2:15][C:14]([CH3:18])([CH3:17])[C:12]=3[N:13]=2)=[CH:4][CH:3]=1. (2) Given the reactants [NH:1]1[C:9]2[C:4](=[CH:5][CH:6]=[CH:7][CH:8]=2)[CH:3]=[C:2]1[C:10]1[CH:11]=[CH:12][C:13]([O:17][CH3:18])=[C:14]([NH2:16])[CH:15]=1.[N:19]([C:22]1[CH:27]=[CH:26][C:25]([S:28]([NH2:31])(=[O:30])=[O:29])=[CH:24][CH:23]=1)=[C:20]=[S:21], predict the reaction product. The product is: [NH:1]1[C:9]2[C:4](=[CH:5][CH:6]=[CH:7][CH:8]=2)[CH:3]=[C:2]1[C:10]1[CH:11]=[CH:12][C:13]([O:17][CH3:18])=[C:14]([NH:16][C:20](=[S:21])[NH:19][C:22]2[CH:27]=[CH:26][C:25]([S:28]([NH2:31])(=[O:29])=[O:30])=[CH:24][CH:23]=2)[CH:15]=1. (3) Given the reactants [CH2:1]([O:8][C:9]1[CH:14]=[CH:13][C:12]([N:15]2[CH2:19][C@H:18]([CH2:20]OS(C)(=O)=O)[O:17][C:16]2=[O:26])=[CH:11][C:10]=1[F:27])[C:2]1[CH:7]=[CH:6][CH:5]=[CH:4][CH:3]=1.[NH:28]1[CH:32]=[CH:31][N:30]=[CH:29]1, predict the reaction product. The product is: [CH2:1]([O:8][C:9]1[CH:14]=[CH:13][C:12]([N:15]2[CH2:19][C@H:18]([CH2:20][N:28]3[CH:32]=[CH:31][N:30]=[CH:29]3)[O:17][C:16]2=[O:26])=[CH:11][C:10]=1[F:27])[C:2]1[CH:3]=[CH:4][CH:5]=[CH:6][CH:7]=1. (4) Given the reactants [NH2:1][CH2:2][C:3]([NH2:5])=[O:4].C[Al](C)C.[Cl:10][C:11]1[CH:21]=[C:20](/[CH:22]=[CH:23]/[CH:24]([C:29]2[CH:34]=[C:33]([Cl:35])[C:32]([Cl:36])=[C:31]([Cl:37])[CH:30]=2)[C:25]([F:28])([F:27])[F:26])[CH:19]=[CH:18][C:12]=1[C:13](OCC)=[O:14], predict the reaction product. The product is: [Cl:10][C:11]1[CH:21]=[C:20](/[CH:22]=[CH:23]/[CH:24]([C:29]2[CH:30]=[C:31]([Cl:37])[C:32]([Cl:36])=[C:33]([Cl:35])[CH:34]=2)[C:25]([F:26])([F:27])[F:28])[CH:19]=[CH:18][C:12]=1[C:13]([NH:1][CH2:2][C:3](=[O:4])[NH:5][CH2:24][C:25]([F:28])([F:27])[F:26])=[O:14]. (5) Given the reactants C(N1C=CN=C1)(N1C=CN=C1)=O.[CH3:13][O:14][C:15]1[CH:16]=[C:17]2[C:21](=[CH:22][CH:23]=1)[NH:20][CH:19]=[C:18]2[CH2:24][C:25]([OH:27])=O.[N+:28]([C:31]1[CH:36]=[CH:35][C:34]([N:37]2[CH2:42][CH2:41][NH:40][CH2:39][CH2:38]2)=[CH:33][CH:32]=1)([O-:30])=[O:29], predict the reaction product. The product is: [CH3:13][O:14][C:15]1[CH:16]=[C:17]2[C:21](=[CH:22][CH:23]=1)[NH:20][CH:19]=[C:18]2[CH2:24][C:25]([N:40]1[CH2:41][CH2:42][N:37]([C:34]2[CH:33]=[CH:32][C:31]([N+:28]([O-:30])=[O:29])=[CH:36][CH:35]=2)[CH2:38][CH2:39]1)=[O:27]. (6) Given the reactants Cl.[CH2:2]([O:5][C:6]1[CH:11]=[C:10]([CH3:12])[CH:9]=[CH:8][C:7]=1[C:13]1[C:18]([C:19](=[O:25])[C:20]([O:22][CH2:23][CH3:24])=[O:21])=[C:17]([CH3:26])[N:16]=[C:15]2[S:27][C:28]3[CH2:33][CH2:32][CH2:31][CH2:30][C:29]=3[C:14]=12)[CH:3]=[CH2:4].[BH4-].[Na+], predict the reaction product. The product is: [CH2:2]([O:5][C:6]1[CH:11]=[C:10]([CH3:12])[CH:9]=[CH:8][C:7]=1[C:13]1[C:18]([CH:19]([OH:25])[C:20]([O:22][CH2:23][CH3:24])=[O:21])=[C:17]([CH3:26])[N:16]=[C:15]2[S:27][C:28]3[CH2:33][CH2:32][CH2:31][CH2:30][C:29]=3[C:14]=12)[CH:3]=[CH2:4]. (7) Given the reactants CC(C)CC(=O)C.[H-].[Na+].C(=O)(OCC)OCC.[CH3:18][CH:19]([CH3:29])[CH2:20][C:21](=[O:28])[CH2:22][C:23]([O:25][CH2:26][CH3:27])=[O:24], predict the reaction product. The product is: [CH3:29][CH:19]([CH3:18])[CH2:20][CH:21]([OH:28])[CH2:22][C:23]([O:25][CH2:26][CH3:27])=[O:24].